Predict the reaction yield, written as a fraction of the theoretical maximum amount of product (1.0 means a 100% yield; for example, 0.34 means a 34% yield). From a dataset of Reaction yield outcomes from USPTO patents with 853,638 reactions. The reactants are CC(C)([O-])C.[K+].[C:7]([CH:10]1[CH2:12][CH2:11]1)(=O)[CH3:8].[C:13](OCC)(=O)[C:14]([O:16][CH2:17][CH3:18])=[O:15].O.[NH2:24][NH2:25]. The catalyst is C(O)(=O)C.O1CCCC1. The product is [CH:10]1([C:7]2[CH:8]=[C:13]([C:14]([O:16][CH2:17][CH3:18])=[O:15])[NH:25][N:24]=2)[CH2:12][CH2:11]1. The yield is 0.600.